Dataset: Full USPTO retrosynthesis dataset with 1.9M reactions from patents (1976-2016). Task: Predict the reactants needed to synthesize the given product. (1) Given the product [CH3:24][C:23]([CH2:22][CH2:21][CH:20]=[C:18]([CH3:19])[CH3:17])=[CH:25][CH2:26][C:4]1[C:3]([OH:16])=[C:2]([CH3:1])[C:14]([CH3:15])=[C:13]2[C:5]=1[CH2:6][CH2:7][C:8]1([O:12]2)[CH2:9][CH2:10][CH2:11]1, predict the reactants needed to synthesize it. The reactants are: [CH3:1][C:2]1[C:14]([CH3:15])=[C:13]2[C:5]([CH2:6][CH2:7][C:8]3([O:12]2)[CH2:11][CH2:10][CH2:9]3)=[CH:4][C:3]=1[OH:16].[CH3:17][C:18](=[CH:20][CH2:21][CH2:22]/[C:23](=[CH:25]/[CH2:26]O)/[CH3:24])[CH3:19].O. (2) Given the product [NH2:18][C:13]1[C:12]([CH3:21])=[C:11]([NH:10][C:8](=[O:9])[CH2:7][CH2:6][CH:1]2[CH2:2][CH2:3][CH2:4][CH2:5]2)[C:16]([CH3:17])=[CH:15][CH:14]=1, predict the reactants needed to synthesize it. The reactants are: [CH:1]1([CH2:6][CH2:7][C:8]([NH:10][C:11]2[C:16]([CH3:17])=[CH:15][CH:14]=[C:13]([N+:18]([O-])=O)[C:12]=2[CH3:21])=[O:9])[CH2:5][CH2:4][CH2:3][CH2:2]1. (3) Given the product [CH3:23][S:24]([O:1][CH2:2][C:3]1[N:8]=[C:7]([O:9][CH:10]2[CH2:11][CH2:12][N:13]([C:16]([O:18][C:19]([CH3:22])([CH3:21])[CH3:20])=[O:17])[CH2:14][CH2:15]2)[CH:6]=[CH:5][CH:4]=1)(=[O:26])=[O:25], predict the reactants needed to synthesize it. The reactants are: [OH:1][CH2:2][C:3]1[N:8]=[C:7]([O:9][CH:10]2[CH2:15][CH2:14][N:13]([C:16]([O:18][C:19]([CH3:22])([CH3:21])[CH3:20])=[O:17])[CH2:12][CH2:11]2)[CH:6]=[CH:5][CH:4]=1.[CH3:23][S:24](Cl)(=[O:26])=[O:25].CCN(C(C)C)C(C)C. (4) Given the product [CH:13]([C:2]1[CH:9]=[CH:8][C:5]([C:6]#[N:7])=[C:4]([O:10][CH3:11])[C:3]=1[CH3:12])=[CH2:14], predict the reactants needed to synthesize it. The reactants are: Br[C:2]1[CH:9]=[CH:8][C:5]([C:6]#[N:7])=[C:4]([O:10][CH3:11])[C:3]=1[CH3:12].[CH3:13][CH2:14]O.